Dataset: Full USPTO retrosynthesis dataset with 1.9M reactions from patents (1976-2016). Task: Predict the reactants needed to synthesize the given product. (1) Given the product [F:1][C:2]1[CH:3]=[C:4]([C:12]([N:14]([CH2:16][C@H:17]([C:21]2[CH:26]=[CH:25][C:24]([F:27])=[CH:23][CH:22]=2)[CH2:18][CH:19]=[O:53])[CH3:15])=[O:13])[C:5]2[CH2:6][CH2:7][CH2:8][CH2:9][C:10]=2[CH:11]=1, predict the reactants needed to synthesize it. The reactants are: [F:1][C:2]1[CH:3]=[C:4]([C:12]([N:14]([CH2:16][C@H:17]([C:21]2[CH:26]=[CH:25][C:24]([F:27])=[CH:23][CH:22]=2)[CH2:18][CH:19]=C)[CH3:15])=[O:13])[C:5]2[CH2:6][CH2:7][CH2:8][CH2:9][C:10]=2[CH:11]=1.FC1C=CC([C@H](CC=C)CN(C)C(=[O:53])C2C=C(C(F)(F)F)C=C(C(F)(F)F)C=2)=CC=1. (2) The reactants are: CC1(C)[O:6][C@@H:5]([CH2:7][O:8][C:9]2[C:18](=[O:19])[N:17]3[CH2:20][CH2:21][C:22]([CH3:24])([CH3:23])[C:15]4[C:16]3=[C:11]([CH:12]=[CH:13][CH:14]=4)[N:10]=2)[CH2:4][O:3]1. Given the product [OH:6][C@H:5]([CH2:4][OH:3])[CH2:7][O:8][C:9]1[C:18](=[O:19])[N:17]2[CH2:20][CH2:21][C:22]([CH3:23])([CH3:24])[C:15]3[C:16]2=[C:11]([CH:12]=[CH:13][CH:14]=3)[N:10]=1, predict the reactants needed to synthesize it.